From a dataset of Full USPTO retrosynthesis dataset with 1.9M reactions from patents (1976-2016). Predict the reactants needed to synthesize the given product. (1) Given the product [Br:11][C:12]1[C:17]2[N:18]=[C:19]([CH3:21])[S:20][C:16]=2[CH:15]=[CH:14][C:13]=1[CH:22]=[O:23], predict the reactants needed to synthesize it. The reactants are: CS(C)=O.C(Cl)(=O)C(Cl)=O.[Br:11][C:12]1[C:17]2[N:18]=[C:19]([CH3:21])[S:20][C:16]=2[CH:15]=[CH:14][C:13]=1[CH2:22][OH:23].C(N(CC)CC)C. (2) Given the product [CH3:36][C:32]1[N:31]=[C:30]([C:29](=[O:45])[CH2:11][C:7]2[CH:6]=[C:5]3[C:10](=[CH:9][CH:8]=2)[N:1]=[CH:2][CH:3]=[N:4]3)[CH:35]=[CH:34][N:33]=1, predict the reactants needed to synthesize it. The reactants are: [N:1]1[C:10]2[C:5](=[CH:6][C:7]([CH:11]=O)=[CH:8][CH:9]=2)[N:4]=[CH:3][CH:2]=1.C1(OP([CH:29](NC2C=CC=CC=2)[C:30]2[CH:35]=[CH:34][N:33]=[C:32]([CH3:36])[N:31]=2)(=O)OC2C=CC=CC=2)C=CC=CC=1.C([O-])([O-])=[O:45].[Cs+].[Cs+].Cl. (3) Given the product [C:1]1([S:7]([N:24]2[CH2:23][CH2:22][C:21]3[C:26](=[CH:27][CH:28]=[C:19]([O:18][CH2:11][C:12]4[CH:13]=[CH:14][CH:15]=[CH:16][CH:17]=4)[CH:20]=3)[CH:25]2[C:29]2[CH:34]=[CH:33][C:32]([O:35][CH2:36][CH2:37][N:38]3[CH2:39][CH2:40][CH2:41][CH2:42]3)=[CH:31][CH:30]=2)(=[O:9])=[O:8])[CH:6]=[CH:5][CH:4]=[CH:3][CH:2]=1, predict the reactants needed to synthesize it. The reactants are: [C:1]1([S:7](Cl)(=[O:9])=[O:8])[CH:6]=[CH:5][CH:4]=[CH:3][CH:2]=1.[CH2:11]([O:18][C:19]1[CH:20]=[C:21]2[C:26](=[CH:27][CH:28]=1)[CH:25]([C:29]1[CH:34]=[CH:33][C:32]([O:35][CH2:36][CH2:37][N:38]3[CH2:42][CH2:41][CH2:40][CH2:39]3)=[CH:31][CH:30]=1)[NH:24][CH2:23][CH2:22]2)[C:12]1[CH:17]=[CH:16][CH:15]=[CH:14][CH:13]=1.CCN(CC)CC. (4) Given the product [CH3:39][O:40][C:41](=[O:51])[C@@H:42]([NH:43][C:21]([C@@H:19]1[C@@H:18]([CH2:14][CH2:15][CH2:16][CH3:17])[O:20]1)=[O:23])[CH2:44][C:45]1[CH:50]=[CH:49][CH:48]=[CH:47][CH:46]=1, predict the reactants needed to synthesize it. The reactants are: C1([NH2+]C2CCCCC2)CCCCC1.[CH2:14]([C@H:18]1[O:20][C@@H:19]1[C:21]([O-:23])=O)[CH2:15][CH2:16][CH3:17].C(Cl)(=O)C(C)(C)C.C(N(CC)CC)C.Cl.[CH3:39][O:40][C:41](=[O:51])[C@H:42]([CH2:44][C:45]1[CH:50]=[CH:49][CH:48]=[CH:47][CH:46]=1)[NH2:43].